Dataset: TCR-epitope binding with 47,182 pairs between 192 epitopes and 23,139 TCRs. Task: Binary Classification. Given a T-cell receptor sequence (or CDR3 region) and an epitope sequence, predict whether binding occurs between them. (1) The epitope is TPRVTGGGAM. The TCR CDR3 sequence is CASSPPLGSGSGDEKLFF. Result: 1 (the TCR binds to the epitope). (2) The epitope is PKYVKQNTLKLAT. The TCR CDR3 sequence is CASSLSQGSRTF. Result: 1 (the TCR binds to the epitope).